Predict the reaction yield, written as a fraction of the theoretical maximum amount of product (1.0 means a 100% yield; for example, 0.34 means a 34% yield). From a dataset of Reaction yield outcomes from USPTO patents with 853,638 reactions. The reactants are [CH3:1][O:2][C:3]1[C:4]([O:31][CH3:32])=[CH:5][C:6]2[C:15]3[C:10](=[C:11]4[CH:19]=[C:18]5[O:20][CH2:21][O:22][C:17]5=[CH:16][C:12]4=[N:13][CH:14]=3)[N:9]([CH:23]([CH3:28])[CH2:24][N:25]([CH3:27])[CH3:26])[C:8](=O)[C:7]=2[CH:30]=1.[H-].[H-].[H-].[H-].[Li+].[Al+3]. The catalyst is C1COCC1. The product is [CH3:1][O:2][C:3]1[C:4]([O:31][CH3:32])=[CH:5][C:6]2[C:15]3[C:10](=[C:11]4[CH:19]=[C:18]5[O:20][CH2:21][O:22][C:17]5=[CH:16][C:12]4=[N:13][CH:14]=3)[N:9]([CH:23]([CH3:28])[CH2:24][N:25]([CH3:26])[CH3:27])[CH2:8][C:7]=2[CH:30]=1. The yield is 0.454.